Dataset: Reaction yield outcomes from USPTO patents with 853,638 reactions. Task: Predict the reaction yield, written as a fraction of the theoretical maximum amount of product (1.0 means a 100% yield; for example, 0.34 means a 34% yield). (1) The reactants are [CH3:1][O:2][C:3](=[O:15])[C:4]1[CH:9]=[C:8](Br)[CH:7]=[C:6]([N+:11]([O-:13])=[O:12])[C:5]=1[NH2:14].[N:16]1[CH:21]=[CH:20][C:19](B(O)O)=[CH:18][CH:17]=1. The catalyst is COCCOC.C([O-])([O-])=O.[Na+].[Na+]. The product is [CH3:1][O:2][C:3](=[O:15])[C:4]1[CH:9]=[C:8]([C:19]2[CH:20]=[CH:21][N:16]=[CH:17][CH:18]=2)[CH:7]=[C:6]([N+:11]([O-:13])=[O:12])[C:5]=1[NH2:14]. The yield is 0.500. (2) The reactants are CC[O-].[Na+].[C:5]([CH2:7][C:8]([O:10][CH2:11][CH3:12])=[O:9])#[N:6].[N:13]([C:16]1[CH:21]=[CH:20][CH:19]=[C:18]([Cl:22])[C:17]=1[F:23])=[N+:14]=[N-:15].O. The catalyst is CCO. The product is [NH2:6][C:5]1[N:13]([C:16]2[CH:21]=[CH:20][CH:19]=[C:18]([Cl:22])[C:17]=2[F:23])[N:14]=[N:15][C:7]=1[C:8]([O:10][CH2:11][CH3:12])=[O:9]. The yield is 0.580. (3) The reactants are [N:1]1([NH:7][C:8]([C:10]2[C:14]([CH3:15])=[C:13]([C:16]3[CH:21]=[CH:20][C:19]([OH:22])=[CH:18][CH:17]=3)[N:12]([C:23]3[CH:28]=[CH:27][C:26]([Cl:29])=[CH:25][C:24]=3[Cl:30])[N:11]=2)=[O:9])[CH2:6][CH2:5][CH2:4][CH2:3][CH2:2]1.C(N(CC)CC)C.[F:38][C:39]([F:48])([F:47])[CH2:40][CH2:41][CH2:42][S:43](Cl)(=[O:45])=[O:44].O. The catalyst is ClCCl. The product is [Cl:30][C:24]1[CH:25]=[C:26]([Cl:29])[CH:27]=[CH:28][C:23]=1[N:12]1[C:13]([C:16]2[CH:17]=[CH:18][C:19]([O:22][S:43]([CH2:42][CH2:41][CH2:40][C:39]([F:48])([F:47])[F:38])(=[O:45])=[O:44])=[CH:20][CH:21]=2)=[C:14]([CH3:15])[C:10]([C:8](=[O:9])[NH:7][N:1]2[CH2:6][CH2:5][CH2:4][CH2:3][CH2:2]2)=[N:11]1. The yield is 0.430. (4) The reactants are [N:1]1[CH:6]=[CH:5][CH:4]=[N:3][C:2]=1[C:7](=[O:9])[CH3:8].[C:10]([Mg]Br)#[CH:11]. The catalyst is O1CCCC1. The product is [N:1]1[CH:6]=[CH:5][CH:4]=[N:3][C:2]=1[C:7]([OH:9])([C:10]#[CH:11])[CH3:8]. The yield is 0.500. (5) The reactants are [Cl:1][C:2]1[CH:3]=[C:4]([CH2:19][OH:20])[CH:5]=[C:6]([Cl:18])[C:7]=1[C:8]1[S:9][C:10]2[C:11](Cl)=[N:12][CH:13]=[CH:14][C:15]=2[N:16]=1.[NH2:21][C:22]1[CH:27]=[C:26]([CH3:28])[N:25]=[CH:24][N:23]=1.C(=O)([O-])[O-].[Cs+].[Cs+].CC1(C)C2C(=C(P(C3C=CC=CC=3)C3C=CC=CC=3)C=CC=2)OC2C(P(C3C=CC=CC=3)C3C=CC=CC=3)=CC=CC1=2. The catalyst is O1CCOCC1.CO.C1C=CC(/C=C/C(/C=C/C2C=CC=CC=2)=O)=CC=1.C1C=CC(/C=C/C(/C=C/C2C=CC=CC=2)=O)=CC=1.C1C=CC(/C=C/C(/C=C/C2C=CC=CC=2)=O)=CC=1.[Pd].[Pd].CC1(C)C2C(=C(P(C3C=CC=CC=3)C3C=CC=CC=3)C=CC=2)OC2C(P(C3C=CC=CC=3)C3C=CC=CC=3)=CC=CC1=2. The product is [Cl:1][C:2]1[CH:3]=[C:4]([CH2:19][OH:20])[CH:5]=[C:6]([Cl:18])[C:7]=1[C:8]1[S:9][C:10]2[C:11]([NH:21][C:22]3[CH:27]=[C:26]([CH3:28])[N:25]=[CH:24][N:23]=3)=[N:12][CH:13]=[CH:14][C:15]=2[N:16]=1. The yield is 0.400. (6) The reactants are [C:1]([C:3]1[C:11]2[C:6](=[CH:7][C:8]([C:12](O)=[O:13])=[CH:9][CH:10]=2)[N:5]([CH2:15][CH3:16])[CH:4]=1)#[N:2].C(Cl)(=O)C([Cl:20])=O. The catalyst is C(Cl)Cl.CN(C=O)C. The product is [C:1]([C:3]1[C:11]2[C:6](=[CH:7][C:8]([C:12]([Cl:20])=[O:13])=[CH:9][CH:10]=2)[N:5]([CH2:15][CH3:16])[CH:4]=1)#[N:2]. The yield is 1.00. (7) The reactants are C([O:8][C@@H:9]1[C@@H:16]([O:17]CC2C=CC=CC=2)[C@H:15]([O:25]CC2C=CC=CC=2)[C@@H:14]([CH2:33][O:34][C:35]2[CH:36]=[C:37]([C:41]3[CH:46]=[CH:45][C:44]([C@@H:47]4[C@@H:50]([CH2:51][CH2:52][C@@H:53]([C:55]5[CH:60]=[CH:59][C:58]([F:61])=[CH:57][CH:56]=5)[OH:54])[C:49](=[O:62])[N:48]4[C:63]4[CH:68]=[CH:67][C:66]([F:69])=[CH:65][CH:64]=4)=[CH:43][CH:42]=3)[CH:38]=[CH:39][CH:40]=2)[O:13][C@@H:10]1[O:11][CH3:12])C1C=CC=CC=1. The catalyst is C(O)C.[Pd]. The product is [F:69][C:66]1[CH:67]=[CH:68][C:63]([N:48]2[C:49](=[O:62])[C@H:50]([CH2:51][CH2:52][C@@H:53]([C:55]3[CH:56]=[CH:57][C:58]([F:61])=[CH:59][CH:60]=3)[OH:54])[C@H:47]2[C:44]2[CH:43]=[CH:42][C:41]([C:37]3[CH:38]=[CH:39][CH:40]=[C:35]([O:34][CH2:33][C@H:14]4[O:13][C@H:10]([O:11][CH3:12])[C@H:9]([OH:8])[C@@H:16]([OH:17])[C@@H:15]4[OH:25])[CH:36]=3)=[CH:46][CH:45]=2)=[CH:64][CH:65]=1. The yield is 0.360. (8) The reactants are [C:1]([C:3]1[CH:23]=[CH:22][C:6]2[NH:7][C:8](=[O:21])[C@@H:9]([NH:13][C:14](=[O:20])[O:15][C:16]([CH3:19])([CH3:18])[CH3:17])[C@H:10]([CH3:12])[NH:11][C:5]=2[CH:4]=1)#[N:2].CS(O[CH2:29][C:30]1[C:39]2[C:34](=[CH:35][CH:36]=[CH:37][CH:38]=2)[N:33]=[CH:32][C:31]=1[CH:40]1[CH2:42][CH2:41]1)(=O)=O.C(=O)([O-])[O-].[Cs+].[Cs+]. The catalyst is CN(C=O)C.CCOC(C)=O. The product is [C:1]([C:3]1[CH:23]=[CH:22][C:6]2[N:7]([CH2:29][C:30]3[C:39]4[C:34](=[CH:35][CH:36]=[CH:37][CH:38]=4)[N:33]=[CH:32][C:31]=3[CH:40]3[CH2:41][CH2:42]3)[C:8](=[O:21])[C@@H:9]([NH:13][C:14](=[O:20])[O:15][C:16]([CH3:18])([CH3:19])[CH3:17])[C@H:10]([CH3:12])[NH:11][C:5]=2[CH:4]=1)#[N:2]. The yield is 0.790. (9) The reactants are [N:1]([CH:4]1[CH2:13][CH2:12][C:11]2[CH:10]=[C:9]([C:14]#[N:15])[CH:8]=[CH:7][C:6]=2[C:5]1=[O:16])=[N+:2]=[N-:3].O.[BH4-].[Na+]. The catalyst is C1COCC1. The product is [N:1]([CH:4]1[CH2:13][CH2:12][C:11]2[CH:10]=[C:9]([C:14]#[N:15])[CH:8]=[CH:7][C:6]=2[CH:5]1[OH:16])=[N+:2]=[N-:3]. The yield is 0.531.